From a dataset of Forward reaction prediction with 1.9M reactions from USPTO patents (1976-2016). Predict the product of the given reaction. (1) Given the reactants [Cl:29][C:26]1[CH:27]=[CH:28][C:23]([S:22][S:22][C:23]2[CH:28]=[CH:27][C:26]([Cl:29])=[CH:25][C:24]=2[NH:30][S:31]([C:34]2[O:35][C:36]3[CH:42]=[CH:41][CH:40]=[CH:39][C:37]=3[CH:38]=2)(=[O:33])=[O:32])=[C:24]([NH:30][S:31]([C:34]2[O:35][C:36]3[CH:42]=[CH:41][CH:40]=[CH:39][C:37]=3[CH:38]=2)(=[O:33])=[O:32])[CH:25]=1.C([O-])(O)=O.[Na+].C1(P(C2C=CC=CC=2)C2C=CC=CC=2)C=CC=CC=1.Br[CH2:68][C:69]([OH:71])=[O:70], predict the reaction product. The product is: [O:35]1[C:36]2[CH:42]=[CH:41][CH:40]=[CH:39][C:37]=2[CH:38]=[C:34]1[S:31]([NH:30][C:24]1[CH:25]=[C:26]([Cl:29])[CH:27]=[CH:28][C:23]=1[S:22][CH2:68][C:69]([OH:71])=[O:70])(=[O:33])=[O:32]. (2) Given the reactants [NH2:1][C:2]1[C:3]([NH:9][C:10]2[CH:15]=[C:14]([O:16][CH2:17][C:18]3[C:23]([O:24][CH3:25])=[CH:22][CH:21]=[C:20]([F:26])[C:19]=3[F:27])[C:13]([O:28][CH3:29])=[CH:12][C:11]=2[Cl:30])=[N:4][C:5]([Cl:8])=[CH:6][CH:7]=1.[H-].[Na+].Cl[C:34](Cl)([O:36]C(=O)OC(Cl)(Cl)Cl)Cl.Cl, predict the reaction product. The product is: [Cl:8][C:5]1[N:4]=[C:3]2[N:9]([C:10]3[CH:15]=[C:14]([O:16][CH2:17][C:18]4[C:23]([O:24][CH3:25])=[CH:22][CH:21]=[C:20]([F:26])[C:19]=4[F:27])[C:13]([O:28][CH3:29])=[CH:12][C:11]=3[Cl:30])[C:34](=[O:36])[NH:1][C:2]2=[CH:7][CH:6]=1.